This data is from Reaction yield outcomes from USPTO patents with 853,638 reactions. The task is: Predict the reaction yield, written as a fraction of the theoretical maximum amount of product (1.0 means a 100% yield; for example, 0.34 means a 34% yield). (1) The yield is 0.512. The catalyst is C(#N)C.C(O)(C)(C)C.O. The reactants are [Cl:1][C:2]1[CH:10]=[C:9]2[C:5]([C:6]([CH:11]=[O:12])=[CH:7][NH:8]2)=[CH:4][C:3]=1[C:13]1[CH:18]=[CH:17][C:16]([CH:19]2[CH2:23][CH2:22][CH2:21][N:20]2[S:24]([CH3:27])(=[O:26])=[O:25])=[CH:15][CH:14]=1.CC(=CC)C.Cl([O-])=[O:34].[Na+].P([O-])([O-])([O-])=O.[Na+].[Na+].[Na+].S([O-])([O-])=O.[Na+].[Na+]. The product is [Cl:1][C:2]1[CH:10]=[C:9]2[C:5]([C:6]([C:11]([OH:34])=[O:12])=[CH:7][NH:8]2)=[CH:4][C:3]=1[C:13]1[CH:18]=[CH:17][C:16]([CH:19]2[CH2:23][CH2:22][CH2:21][N:20]2[S:24]([CH3:27])(=[O:26])=[O:25])=[CH:15][CH:14]=1. (2) The reactants are [CH2:1]([O:8][C:9]([N:11]1[CH2:15][CH2:14][CH:13]([C:16]#[N:17])[CH2:12]1)=[O:10])[C:2]1[CH:7]=[CH:6][CH:5]=[CH:4][CH:3]=1.[N-:18]=[N+:19]=[N-:20].[Na+].[Cl-].[NH4+].C(Cl)Cl. The catalyst is CN(C=O)C. The product is [CH2:1]([O:8][C:9]([N:11]1[CH2:15][CH2:14][CH:13]([C:16]2[NH:20][N:19]=[N:18][N:17]=2)[CH2:12]1)=[O:10])[C:2]1[CH:3]=[CH:4][CH:5]=[CH:6][CH:7]=1. The yield is 0.310.